Dataset: Full USPTO retrosynthesis dataset with 1.9M reactions from patents (1976-2016). Task: Predict the reactants needed to synthesize the given product. (1) Given the product [F:16][C:17]1[CH:18]=[C:19]([C:2]2[CH:3]=[CH:4][C:5]3[NH:11][C:10](=[O:12])[CH2:9][O:8][C:7]([CH3:14])([CH3:13])[C:6]=3[CH:15]=2)[CH:20]=[C:21]([F:23])[CH:22]=1, predict the reactants needed to synthesize it. The reactants are: Br[C:2]1[CH:3]=[CH:4][C:5]2[NH:11][C:10](=[O:12])[CH2:9][O:8][C:7]([CH3:14])([CH3:13])[C:6]=2[CH:15]=1.[F:16][C:17]1[CH:18]=[C:19](B(O)O)[CH:20]=[C:21]([F:23])[CH:22]=1. (2) The reactants are: [Br:1][C:2]1[CH:10]=[CH:9][C:5]([C:6]([OH:8])=[O:7])=[CH:4][C:3]=1[F:11].S(=O)(=O)(O)O.[N+:17]([O-])([O-:19])=[O:18].[K+]. Given the product [Br:1][C:2]1[C:3]([F:11])=[CH:4][C:5]([C:6]([OH:8])=[O:7])=[C:9]([N+:17]([O-:19])=[O:18])[CH:10]=1, predict the reactants needed to synthesize it.